Predict the product of the given reaction. From a dataset of Forward reaction prediction with 1.9M reactions from USPTO patents (1976-2016). Given the reactants C[O:2][C:3]1[CH:8]=[C:7]([C:9]2[CH:14]=[CH:13][N:12]=[CH:11][CH:10]=2)[N:6]=[C:5](S(C)(=O)=O)[N:4]=1.[NH:19]1[C:27]2[C:22](=[CH:23][CH:24]=[C:25]([NH2:28])[CH:26]=2)[CH:21]=[N:20]1, predict the reaction product. The product is: [NH:19]1[C:27]2[C:22](=[CH:23][CH:24]=[C:25]([NH:28][C:5]3[NH:6][C:7]([C:9]4[CH:14]=[CH:13][N:12]=[CH:11][CH:10]=4)=[CH:8][C:3](=[O:2])[N:4]=3)[CH:26]=2)[CH:21]=[N:20]1.